This data is from Full USPTO retrosynthesis dataset with 1.9M reactions from patents (1976-2016). The task is: Predict the reactants needed to synthesize the given product. (1) The reactants are: [ClH:1].[CH2:2]([C:4]1[C:12]2[C:7](=[N:8][C:9]([CH:14]3[CH2:19][CH2:18][NH:17][CH2:16][CH2:15]3)=[N:10][C:11]=2[OH:13])[N:6]([C:20]2[CH:25]=[CH:24][CH:23]=[CH:22][CH:21]=2)[N:5]=1)[CH3:3].C(OC([N:33]1[CH2:38][CH2:37][C:36](=O)[CH2:35][CH2:34]1)=O)(C)(C)C.Cl. Given the product [ClH:1].[N:17]1([CH:36]2[CH2:37][CH2:38][NH:33][CH2:34][CH2:35]2)[CH2:16][CH2:15][CH:14]([C:9]2[N:8]=[C:7]3[N:6]([C:20]4[CH:25]=[CH:24][CH:23]=[CH:22][CH:21]=4)[N:5]=[C:4]([CH2:2][CH3:3])[C:12]3=[C:11]([OH:13])[N:10]=2)[CH2:19][CH2:18]1, predict the reactants needed to synthesize it. (2) Given the product [Cl:13][C:14]1[CH:19]=[CH:18][C:17]([CH:20]([C:22]2[CH:27]=[CH:26][C:25]([F:28])=[CH:24][C:23]=2[CH3:29])[C:9]2[C:8]3[C:12](=[C:4]([CH2:3][S:2][CH3:1])[CH:5]=[CH:6][CH:7]=3)[NH:11][CH:10]=2)=[C:16]([F:30])[CH:15]=1, predict the reactants needed to synthesize it. The reactants are: [CH3:1][S:2][CH2:3][C:4]1[CH:5]=[CH:6][CH:7]=[C:8]2[C:12]=1[NH:11][CH:10]=[CH:9]2.[Cl:13][C:14]1[CH:19]=[CH:18][C:17]([CH:20]([C:22]2[CH:27]=[CH:26][C:25]([F:28])=[CH:24][C:23]=2[CH3:29])O)=[C:16]([F:30])[CH:15]=1.FC1C=CC(C(C2C=CC(F)=CC=2)C2C3C(=C(CSC)C=CC=3)NC=2)=CC=1.